This data is from Catalyst prediction with 721,799 reactions and 888 catalyst types from USPTO. The task is: Predict which catalyst facilitates the given reaction. (1) Reactant: [CH:1]1([S:4]([NH2:7])(=[O:6])=[O:5])[CH2:3][CH2:2]1.C1(P(C2CCCCC2)C2C=CC=CC=2C2C(C(C)C)=CC(C(C)C)=CC=2C(C)C)CCCCC1.C(=O)([O-])[O-].[Cs+].[Cs+].[CH2:48]([O:50][C:51](=[O:72])[C@H:52]([O:54][C:55]1[CH:60]=[C:59](Cl)[N:58]=[C:57]([S:62][CH2:63][C:64]2[CH:69]=[CH:68][CH:67]=[C:66]([F:70])[C:65]=2[F:71])[N:56]=1)[CH3:53])[CH3:49]. Product: [CH2:48]([O:50][C:51](=[O:72])[C@H:52]([O:54][C:55]1[CH:60]=[C:59]([NH:7][S:4]([CH:1]2[CH2:3][CH2:2]2)(=[O:6])=[O:5])[N:58]=[C:57]([S:62][CH2:63][C:64]2[CH:69]=[CH:68][CH:67]=[C:66]([F:70])[C:65]=2[F:71])[N:56]=1)[CH3:53])[CH3:49]. The catalyst class is: 102. (2) Reactant: Br[C:2]1[S:10][C:9]2[C:8](=[O:11])[NH:7][C:6]([CH3:13])([CH3:12])[NH:5][C:4]=2[CH:3]=1.[F:14][C:15]1[CH:20]=[C:19](B2OC(C)(C)C(C)(C)O2)[CH:18]=[CH:17][N:16]=1.C(=O)([O-])[O-].[Na+].[Na+]. Product: [F:14][C:15]1[CH:20]=[C:19]([C:2]2[S:10][C:9]3[C:8](=[O:11])[NH:7][C:6]([CH3:13])([CH3:12])[NH:5][C:4]=3[CH:3]=2)[CH:18]=[CH:17][N:16]=1. The catalyst class is: 12.